This data is from Forward reaction prediction with 1.9M reactions from USPTO patents (1976-2016). The task is: Predict the product of the given reaction. (1) Given the reactants [CH3:1][CH:2]([NH:4][CH2:5][CH2:6][CH2:7][N:8]1[C:17]([S:18][C:19]2[CH:24]=[C:23]3[O:25][CH2:26][O:27][C:22]3=[CH:21][C:20]=2I)=[N:16][C:10]2[C:11]([NH2:15])=[N:12][CH:13]=[N:14][C:9]1=2)[CH3:3].CCN(C(C)C)C(C)C.[O:38]1[CH:42]=[CH:41][CH2:40][CH2:39]1, predict the reaction product. The product is: [CH3:23][OH:25].[NH3:4].[O:38]1[CH:39]=[CH:40][CH2:41][CH:42]1[C:20]1[C:19]([S:18][C:17]2[N:8]([CH2:7][CH2:6][CH2:5][NH:4][CH:2]([CH3:3])[CH3:1])[C:9]3[C:10]([N:16]=2)=[C:11]([NH2:15])[N:12]=[CH:13][N:14]=3)=[CH:24][C:23]2[O:25][CH2:26][O:27][C:22]=2[CH:21]=1. (2) Given the reactants [F:1][C:2]1([F:16])[CH2:7][CH2:6][CH:5]([CH2:8][CH2:9][C:10](=[O:15])[C:11]([F:14])([F:13])[F:12])[CH2:4][CH2:3]1.C(N(CC)CC)C.Cl[Si](C)(C)C.C(=O)([O-])O.[Na+].[Br:34]Br.S([O-])([O-])(=O)=S.[Na+].[Na+].[Na+], predict the reaction product. The product is: [Br:34][CH:9]([CH2:8][CH:5]1[CH2:4][CH2:3][C:2]([F:16])([F:1])[CH2:7][CH2:6]1)[C:10](=[O:15])[C:11]([F:13])([F:14])[F:12]. (3) Given the reactants [F:1][C:2]1[CH:7]=[CH:6][C:5]([C:8]2[O:9][C:10]3[CH:20]=[C:19]([N+:21]([O-])=O)[C:18]([C:24]4[CH:29]=[CH:28][CH:27]=[C:26]([C:30](=[O:41])[NH:31][C:32]([C:35]5[CH:40]=[CH:39][CH:38]=[CH:37][CH:36]=5)([CH3:34])[CH3:33])[CH:25]=4)=[CH:17][C:11]=3[C:12]=2[C:13]([NH:15][CH3:16])=[O:14])=[CH:4][CH:3]=1, predict the reaction product. The product is: [NH2:21][C:19]1[C:18]([C:24]2[CH:29]=[CH:28][CH:27]=[C:26]([C:30](=[O:41])[NH:31][C:32]([C:35]3[CH:36]=[CH:37][CH:38]=[CH:39][CH:40]=3)([CH3:34])[CH3:33])[CH:25]=2)=[CH:17][C:11]2[C:12]([C:13]([NH:15][CH3:16])=[O:14])=[C:8]([C:5]3[CH:4]=[CH:3][C:2]([F:1])=[CH:7][CH:6]=3)[O:9][C:10]=2[CH:20]=1. (4) Given the reactants [CH2:1]([C:3]1[C:8](=[O:9])[NH:7][C:6]([CH3:10])=[C:5]([C:11]2[S:15][C:14]([S:16](Cl)(=[O:18])=[O:17])=[CH:13][CH:12]=2)[CH:4]=1)[CH3:2].[OH:20][CH:21]1[CH2:25][CH2:24][NH:23][CH2:22]1, predict the reaction product. The product is: [CH2:1]([C:3]1[C:8](=[O:9])[NH:7][C:6]([CH3:10])=[C:5]([C:11]2[S:15][C:14]([S:16]([N:23]3[CH2:24][CH2:25][CH:21]([OH:20])[CH2:22]3)(=[O:18])=[O:17])=[CH:13][CH:12]=2)[CH:4]=1)[CH3:2]. (5) Given the reactants [CH2:1]([C:3]([C:13]1[C:21]2[C:16](=[C:17]([CH:22]=[O:23])[CH:18]=[CH:19][CH:20]=2)[NH:15][CH:14]=1)([C:6]1[CH:11]=[CH:10][C:9]([F:12])=[CH:8][CH:7]=1)[CH2:4][CH3:5])[CH3:2].[BH4-].[Na+].O.C(OCC)(=O)C, predict the reaction product. The product is: [CH2:1]([C:3]([C:13]1[C:21]2[C:16](=[C:17]([CH2:22][OH:23])[CH:18]=[CH:19][CH:20]=2)[NH:15][CH:14]=1)([C:6]1[CH:7]=[CH:8][C:9]([F:12])=[CH:10][CH:11]=1)[CH2:4][CH3:5])[CH3:2].